From a dataset of Full USPTO retrosynthesis dataset with 1.9M reactions from patents (1976-2016). Predict the reactants needed to synthesize the given product. (1) Given the product [F:1][C:2]1[CH:7]=[C:6]([C:22]2[CH:27]=[CH:26][C:25]([F:28])=[CH:24][N:23]=2)[C:5]([F:17])=[CH:4][C:3]=1[C:18](=[O:20])[CH3:19], predict the reactants needed to synthesize it. The reactants are: [F:1][C:2]1[CH:7]=[C:6](B2OC(C)(C)C(C)(C)O2)[C:5]([F:17])=[CH:4][C:3]=1[C:18](=[O:20])[CH3:19].Br[C:22]1[CH:27]=[CH:26][C:25]([F:28])=[CH:24][N:23]=1.C(=O)([O-])[O-].[Na+].[Na+]. (2) Given the product [CH:3]1([OH:4])[CH:2]([OH:11])[CH:1]([OH:12])[CH:7]([OH:8])[CH:6]([OH:9])[CH:5]1[OH:10], predict the reactants needed to synthesize it. The reactants are: [C@H:1]1([OH:12])[CH:7]([OH:8])[C@@H:6]([OH:9])[C@H:5]([OH:10])[C:3](=[O:4])[C@@H:2]1[OH:11].C1N=C(N)C2N=CN([C@@H]3O[C@H](COP(OP(OC[C@H]4O[C@@H](N5C=C(C(N)=O)CC=C5)[C@H](O)[C@@H]4O)(O)=O)(O)=O)[C@@H](O)[C@H]3OP(O)(O)=O)C=2N=1.C(#N)C.[C@@H]1(O)[C@@H](O)[C@H](O)[C@@H](O)[C@H](O)[C@H]1O. (3) Given the product [C:8]([NH:14][C:15]1[NH:16][CH:17]=[C:18]([C:23]2[CH:24]=[CH:25][C:26]([N+:29]([O-:31])=[O:30])=[CH:27][CH:28]=2)[C:19]=1[C:20]([NH2:22])=[O:21])(=[O:12])[CH:9]([CH3:11])[CH3:10], predict the reactants needed to synthesize it. The reactants are: C(N(CC)CC)C.[C:8](Cl)(=[O:12])[CH:9]([CH3:11])[CH3:10].[NH2:14][C:15]1[NH:16][CH:17]=[C:18]([C:23]2[CH:28]=[CH:27][C:26]([N+:29]([O-:31])=[O:30])=[CH:25][CH:24]=2)[C:19]=1[C:20]([NH2:22])=[O:21]. (4) Given the product [CH2:13]([O:12][C@@H:10]1[CH2:11][C@H:8]([NH2:7])[CH2:9]1)[C:14]1[CH:19]=[CH:18][CH:17]=[CH:16][CH:15]=1, predict the reactants needed to synthesize it. The reactants are: C(OC(=O)[NH:7][C@H:8]1[CH2:11][C@@H:10]([O:12][CH2:13][C:14]2[CH:19]=[CH:18][CH:17]=[CH:16][CH:15]=2)[CH2:9]1)(C)(C)C.C(O)(C(F)(F)F)=O. (5) Given the product [Cl:1][C:2]1[CH:16]=[CH:15][C:5]2[N:6]=[C:7]([NH:9][C@@H:10]3[CH2:14][CH2:13][N:12]([C:21]([C:20]4[CH:24]=[CH:25][CH:26]=[CH:27][C:19]=4[CH3:18])=[O:22])[CH2:11]3)[O:8][C:4]=2[CH:3]=1, predict the reactants needed to synthesize it. The reactants are: [Cl:1][C:2]1[CH:16]=[CH:15][C:5]2[N:6]=[C:7]([NH:9][CH:10]3[CH2:14][CH2:13][NH:12][CH2:11]3)[O:8][C:4]=2[CH:3]=1.Cl.[CH3:18][C:19]1[CH:27]=[CH:26][CH:25]=[CH:24][C:20]=1[C:21](O)=[O:22].CN(C(ON1N=NC2C=CC=CC1=2)=[N+](C)C)C.[B-](F)(F)(F)F.CCN(C(C)C)C(C)C. (6) Given the product [C:1]([C@@H:3]1[CH2:7][CH2:6][CH2:5][N:4]1[C:8]([C@@H:10]1[C@H:15]2[CH2:16][C@H:12](/[C:13](=[N:26]/[OH:27])/[CH2:14]2)[N:11]1[C:18]([O:20][C:21]([CH3:23])([CH3:22])[CH3:24])=[O:19])=[O:9])#[N:2], predict the reactants needed to synthesize it. The reactants are: [C:1]([C@@H:3]1[CH2:7][CH2:6][CH2:5][N:4]1[C:8]([C@@H:10]1[C@H:15]2[CH2:16][C@H:12]([C:13](=O)[CH2:14]2)[N:11]1[C:18]([O:20][C:21]([CH3:24])([CH3:23])[CH3:22])=[O:19])=[O:9])#[N:2].Cl.[NH2:26][OH:27].C([O-])(=O)C.[Na+]. (7) Given the product [CH3:1][C:2]([CH3:10])([CH2:6][CH2:7][CH:8]=[CH2:9])[CH2:3][OH:4], predict the reactants needed to synthesize it. The reactants are: [CH3:1][C:2]([CH3:10])([CH2:6][CH2:7][CH:8]=[CH2:9])[C:3](O)=[O:4].[H-].[Al+3].[Li+].[H-].[H-].[H-].O.[OH-].[Na+]. (8) Given the product [OH:3][NH:2][C:17]([C@@H:16]([NH:21][C:22]([C:24]1[CH:29]=[CH:28][C:27]([C:30]#[C:31][C:32]2[CH:33]=[CH:34][C:35]([NH:38][C:39](=[O:49])[CH2:40][NH:41][C:42]([O:44][C:45]([CH3:48])([CH3:46])[CH3:47])=[O:43])=[CH:36][CH:37]=2)=[CH:26][CH:25]=1)=[O:23])[CH2:15][NH:14][C:12]([O:11][C:7]([CH3:9])([CH3:8])[CH3:10])=[O:13])=[O:19], predict the reactants needed to synthesize it. The reactants are: Cl.[NH2:2][OH:3].C[O-].[Na+].[C:7]([O:11][C:12]([NH:14][CH2:15][C@H:16]([NH:21][C:22]([C:24]1[CH:29]=[CH:28][C:27]([C:30]#[C:31][C:32]2[CH:37]=[CH:36][C:35]([NH:38][C:39](=[O:49])[CH2:40][NH:41][C:42]([O:44][C:45]([CH3:48])([CH3:47])[CH3:46])=[O:43])=[CH:34][CH:33]=2)=[CH:26][CH:25]=1)=[O:23])[C:17]([O:19]C)=O)=[O:13])([CH3:10])([CH3:9])[CH3:8]. (9) The reactants are: [C:1]([O:5][C:6]([N:8]1[C@@H:12]([CH2:13][C@H:14]2[CH2:19][CH2:18][CH2:17][O:16][CH2:15]2)[CH2:11][O:10]C1(C)C)=[O:7])([CH3:4])([CH3:3])[CH3:2]. Given the product [OH:10][CH2:11][C@@H:12]([NH:8][C:6](=[O:7])[O:5][C:1]([CH3:3])([CH3:2])[CH3:4])[CH2:13][C@H:14]1[CH2:19][CH2:18][CH2:17][O:16][CH2:15]1, predict the reactants needed to synthesize it. (10) Given the product [CH:32]1([C:9]2[C:8]3[C:12](=[CH:13][C:5]([C:3]([OH:4])=[O:2])=[CH:6][CH:7]=3)[N:11]([CH2:14][C:15]([N:17]3[CH2:18][CH2:19][O:20][CH2:21][CH2:22]3)=[O:16])[C:10]=2[C:23]2[CH:24]=[C:25]3[C:26](=[CH:27][CH:28]=2)[N:29]=[C:45]([C:41]2[O:40][C:39]([CH3:38])=[N:43][C:42]=2[CH3:44])[CH:46]=[CH:30]3)[CH2:37][CH2:36][CH2:35][CH2:34][CH2:33]1, predict the reactants needed to synthesize it. The reactants are: C[O:2][C:3]([C:5]1[CH:13]=[C:12]2[C:8]([C:9]([CH:32]3[CH2:37][CH2:36][CH2:35][CH2:34][CH2:33]3)=[C:10]([C:23]3[CH:28]=[CH:27][C:26]([NH2:29])=[C:25]([CH:30]=O)[CH:24]=3)[N:11]2[CH2:14][C:15]([N:17]2[CH2:22][CH2:21][O:20][CH2:19][CH2:18]2)=[O:16])=[CH:7][CH:6]=1)=[O:4].[CH3:38][C:39]1[O:40][C:41]([C:45](=O)[CH3:46])=[C:42]([CH3:44])[N:43]=1.